Dataset: Experimentally validated miRNA-target interactions with 360,000+ pairs, plus equal number of negative samples. Task: Binary Classification. Given a miRNA mature sequence and a target amino acid sequence, predict their likelihood of interaction. The miRNA is hsa-miR-8066 with sequence CAAUGUGAUCUUUUGGAUGUA. The protein sequence of the target gene is MALCEAAGCGSALLWPRLLLFGDSITQFSFQQGGWGASLADRLVRKCDVLNRGFSGYNTRWAKIILPRLIRKGNSLDIPVAVTIFFGANDSALKDENPKQHIPLEEYAANLKSMVQYLKSVDIPENRVILITPTPLCETAWEEQCIIQGCKLNRLNSVVGEYANACLQVAQDCGTDVLDLWTLMQDSQDFSSYLSDGLHLSPKGNEFLFSHLWPLIEKKVSSLPLLLPYWRDVAEAKPELSLLGDGDH. Result: 1 (interaction).